Regression. Given two drug SMILES strings and cell line genomic features, predict the synergy score measuring deviation from expected non-interaction effect. From a dataset of NCI-60 drug combinations with 297,098 pairs across 59 cell lines. Drug 1: C1=CC(=CC=C1C#N)C(C2=CC=C(C=C2)C#N)N3C=NC=N3. Drug 2: C1CC(C1)(C(=O)O)C(=O)O.[NH2-].[NH2-].[Pt+2]. Cell line: HL-60(TB). Synergy scores: CSS=48.6, Synergy_ZIP=-0.549, Synergy_Bliss=-14.4, Synergy_Loewe=-15.6, Synergy_HSA=-17.1.